Task: Regression/Classification. Given a drug SMILES string, predict its toxicity properties. Task type varies by dataset: regression for continuous values (e.g., LD50, hERG inhibition percentage) or binary classification for toxic/non-toxic outcomes (e.g., AMES mutagenicity, cardiotoxicity, hepatotoxicity). Dataset: ames.. Dataset: Ames mutagenicity test results for genotoxicity prediction (1) The compound is CC1(c2ccccc2)/C(=N/c2ccccc2)c2ccccc2N1O. The result is 0 (non-mutagenic). (2) The molecule is CC(=O)OCc1c2ccccc2c(C)c2c1ccc1ccccc12. The result is 1 (mutagenic). (3) The drug is c1cnc2ccc3c(c2c1)C1OC1CC3. The result is 1 (mutagenic). (4) The drug is O=Nc1ccc2ccc3ccc([N+](=O)[O-])c4ccc1c2c34. The result is 1 (mutagenic). (5) The compound is Cc1cccc(C)c1N. The result is 1 (mutagenic). (6) The drug is O=[N+]([O-])c1c2c(c3ccc4cccc5ccc1c3c45)CCCC2O. The result is 0 (non-mutagenic). (7) The molecule is CC(=O)C1c2cccc(O)c2C(=O)c2c(O)cccc21. The result is 1 (mutagenic). (8) The molecule is CC(CCC(=O)O)C1CCC2C3CCC4CC(=O)CCC4(C)C3CC(=O)C12C. The result is 0 (non-mutagenic).